This data is from Choline transporter screen with 302,306 compounds. The task is: Binary Classification. Given a drug SMILES string, predict its activity (active/inactive) in a high-throughput screening assay against a specified biological target. The drug is Brc1c(NC(=O)C2CN(C(=O)C2)c2cc3OCCOc3cc2)cccc1. The result is 0 (inactive).